From a dataset of PAMPA (Parallel Artificial Membrane Permeability Assay) permeability data from NCATS. Regression/Classification. Given a drug SMILES string, predict its absorption, distribution, metabolism, or excretion properties. Task type varies by dataset: regression for continuous measurements (e.g., permeability, clearance, half-life) or binary classification for categorical outcomes (e.g., BBB penetration, CYP inhibition). Dataset: pampa_ncats. (1) The result is 1 (high permeability). The molecule is C1CN(CCN1C2=NC(=CS2)C3=CC=C(C=C3)Br)S(=O)(=O)C4=CC=CC=C4. (2) The compound is C1=CC=C(C=C1)C2=C/C(=C\C3=CC=C(O3)C4=CC=C(C=C4)[N+](=O)[O-])/C(=O)N2C5=CC=C(C=C5)C(=O)O. The result is 1 (high permeability). (3) The compound is CC1=CC(=NO1)NC(=O)C2=CC=C(C=C2)NC(=O)CC3=CC(=C(C=C3)Cl)Cl. The result is 1 (high permeability). (4) The molecule is C1CN(CC=C1C2=CC=CC=C2)CCCCC3=CNC4=C3C=C(C=C4)O. The result is 1 (high permeability). (5) The molecule is CCCNC(=O)C1=CC2=C(C=C1)N(C=N2)C3=CC(=CC(=C3)C)C. The result is 1 (high permeability). (6) The compound is C1=CC=C(C=C1)C2=CSC(=N2)NC(=O)C3=C(C=NC=C3)NS(=O)(=O)C4=CC=CS4. The result is 1 (high permeability). (7) The molecule is C[C@H]1CCC[C@@H](CCC/C=C/C2=C(C(=CC(=C2)O)O)C(=O)O1)O. The result is 1 (high permeability). (8) The compound is CSC1=CC=C(C=C1)/C=C/C2=NC3=CC=CC=C3N2S(=O)(=O)C4=CC=C(C=C4)Br. The result is 1 (high permeability). (9) The drug is CC1=C2COC(=O)C2=C(C(=C1OC)C/C=C(\C)/CCC(=O)OCCN3CCOCC3)O. The result is 1 (high permeability).